Dataset: Forward reaction prediction with 1.9M reactions from USPTO patents (1976-2016). Task: Predict the product of the given reaction. (1) Given the reactants [C:1]([O:5][C:6](=[O:34])[CH2:7][O:8][C:9]1[C:18]2[CH2:17][CH2:16][CH2:15][C@@H:14]([NH:19][S:20]([C:23]3[CH:28]=[C:27]([C:29]([F:32])([F:31])[F:30])[CH:26]=[C:25]([F:33])[CH:24]=3)(=[O:22])=[O:21])[C:13]=2[CH:12]=[CH:11][CH:10]=1)([CH3:4])([CH3:3])[CH3:2].[C:35](=O)([O-])[O-].[K+].[K+].IC, predict the reaction product. The product is: [C:1]([O:5][C:6](=[O:34])[CH2:7][O:8][C:9]1[C:18]2[CH2:17][CH2:16][CH2:15][C@@H:14]([N:19]([S:20]([C:23]3[CH:28]=[C:27]([C:29]([F:30])([F:31])[F:32])[CH:26]=[C:25]([F:33])[CH:24]=3)(=[O:22])=[O:21])[CH3:35])[C:13]=2[CH:12]=[CH:11][CH:10]=1)([CH3:4])([CH3:2])[CH3:3]. (2) The product is: [CH3:1][N:2]([CH3:15])[C:3](=[O:14])[NH:4][C:5]1[S:9][N:8]=[C:7]([O:10][CH2:23][CH2:24][CH2:25][CH2:26][CH2:27][CH2:28][CH3:29])[C:6]=1[C:11]([NH2:13])=[O:12]. Given the reactants [CH3:1][N:2]([CH3:15])[C:3](=[O:14])[NH:4][C:5]1[S:9][N:8]=[C:7]([OH:10])[C:6]=1[C:11]([NH2:13])=[O:12].CC([O-])(C)C.[K+].I[CH2:23][CH2:24][CH2:25][CH2:26][CH2:27][CH2:28][CH3:29], predict the reaction product. (3) Given the reactants [Cl:1][C:2]1[CH:11]=[C:10]2[C:5]([CH2:6][CH2:7][N:8]([C:23]([O:25][C:26]([CH3:29])([CH3:28])[CH3:27])=[O:24])[CH:9]2[C:12]2[CH:16]=[C:15]([CH:17]3OCC[O:18]3)[S:14][C:13]=2[CH3:22])=[CH:4][CH:3]=1.Cl, predict the reaction product. The product is: [Cl:1][C:2]1[CH:11]=[C:10]2[C:5]([CH2:6][CH2:7][N:8]([C:23]([O:25][C:26]([CH3:29])([CH3:28])[CH3:27])=[O:24])[CH:9]2[C:12]2[CH:16]=[C:15]([CH:17]=[O:18])[S:14][C:13]=2[CH3:22])=[CH:4][CH:3]=1. (4) The product is: [O:20]=[C:17]1[C:8]2[CH:9]=[CH:10][CH:11]=[C:12]3[O:13][C:14]4[CH:15]=[CH:16][C:3]([CH2:2][NH:1][C:36]([NH2:38])=[NH:37])=[CH:4][C:5]=4[C:6]([C:7]=23)=[N:19][NH:18]1. Given the reactants [NH2:1][CH2:2][C:3]1[CH:16]=[CH:15][C:14]2[O:13][C:12]3[C:7]4=[C:8]([C:17](=[O:20])[NH:18][N:19]=[C:6]4[C:5]=2[CH:4]=1)[CH:9]=[CH:10][CH:11]=3.C(N(C(C)C)CC)(C)C.Cl.N1C=CC([C:36]([NH2:38])=[NH:37])=N1.C(OCC)C, predict the reaction product. (5) Given the reactants CCOC(/N=N/C(OCC)=O)=O.[Cl:13][C:14]1[CH:19]=[CH:18][C:17]([C:20]2[O:28][C:27]3[CH:26]=[CH:25][N:24]([C:29]4[CH:34]=[CH:33][C:32]([OH:35])=[C:31]([O:36][CH3:37])[CH:30]=4)[C:23](=[O:38])[C:22]=3[CH:21]=2)=[CH:16][CH:15]=1.C1(P(C2C=CC=CC=2)C2C=CC=CC=2)C=CC=CC=1.[O:58]1[CH2:61][CH:60]([CH2:62]O)[CH2:59]1, predict the reaction product. The product is: [Cl:13][C:14]1[CH:15]=[CH:16][C:17]([C:20]2[O:28][C:27]3[CH:26]=[CH:25][N:24]([C:29]4[CH:34]=[CH:33][C:32]([O:35][CH2:62][CH:60]5[CH2:61][O:58][CH2:59]5)=[C:31]([O:36][CH3:37])[CH:30]=4)[C:23](=[O:38])[C:22]=3[CH:21]=2)=[CH:18][CH:19]=1. (6) Given the reactants Cl.Cl.Cl.[O:4]1[C:12]2[CH:11]=[CH:10][N:9]=[C:8]([N:13]3[CH2:18][CH2:17][N:16]([CH2:19][CH2:20][C@H:21]4[CH2:26][CH2:25][C@H:24]([NH2:27])[CH2:23][CH2:22]4)[CH2:15][CH2:14]3)[C:7]=2[CH2:6][CH2:5]1.[CH3:28][O:29][CH:30]([CH3:35])[CH2:31][C:32](O)=[O:33], predict the reaction product. The product is: [O:4]1[C:12]2[CH:11]=[CH:10][N:9]=[C:8]([N:13]3[CH2:18][CH2:17][N:16]([CH2:19][CH2:20][C@H:21]4[CH2:26][CH2:25][C@H:24]([NH:27][C:32](=[O:33])[CH2:31][CH:30]([O:29][CH3:28])[CH3:35])[CH2:23][CH2:22]4)[CH2:15][CH2:14]3)[C:7]=2[CH2:6][CH2:5]1. (7) Given the reactants [CH3:1][N:2]([C:11]1[CH:12]=[CH:13][CH:14]=[C:15]2[C:19]=1[NH:18][C:17]([C:20]1[S:21][CH:22]([CH2:25][CH:26]=O)[CH2:23][N:24]=1)=[CH:16]2)[S:3]([C:6]1[S:7][CH:8]=[CH:9][CH:10]=1)(=[O:5])=[O:4].[N:28]1[N:29]=[C:30]([NH2:33])[NH:31][CH:32]=1.C(O[BH-](OC(=O)C)OC(=O)C)(=O)C.[Na+].C(=O)([O-])O.[Na+], predict the reaction product. The product is: [CH3:1][N:2]([C:11]1[CH:12]=[CH:13][CH:14]=[C:15]2[C:19]=1[NH:18][C:17]([C:20]1[S:21][CH:22]([CH2:25][CH2:26][NH:33][C:30]3[NH:31][CH:32]=[N:28][N:29]=3)[CH2:23][N:24]=1)=[CH:16]2)[S:3]([C:6]1[S:7][CH:8]=[CH:9][CH:10]=1)(=[O:5])=[O:4].